Dataset: Forward reaction prediction with 1.9M reactions from USPTO patents (1976-2016). Task: Predict the product of the given reaction. (1) Given the reactants [O:1]=[C:2]([CH2:8][CH3:9])[CH2:3][C:4]([O:6][CH3:7])=[O:5].[CH:10]([O-])([O-])OC, predict the reaction product. The product is: [CH3:10][O:1]/[C:2](/[CH2:8][CH3:9])=[CH:3]/[C:4]([O:6][CH3:7])=[O:5]. (2) Given the reactants [N+:1]([C:4]1[CH:12]=[CH:11][CH:10]=[CH:9][C:5]=1[C:6](Cl)=[O:7])([O-:3])=[O:2].[O:13]1[CH2:17][CH2:16][O:15][CH:14]1[C:18]1[CH:23]=[CH:22][C:21]([C:24]2NN=[N:26][N:25]=2)=[CH:20][CH:19]=1.N1C=CC=CC=1, predict the reaction product. The product is: [O:13]1[CH2:17][CH2:16][O:15][CH:14]1[C:18]1[CH:19]=[CH:20][C:21]([C:24]2[O:7][C:6]([C:5]3[CH:9]=[CH:10][CH:11]=[CH:12][C:4]=3[N+:1]([O-:3])=[O:2])=[N:26][N:25]=2)=[CH:22][CH:23]=1. (3) Given the reactants [NH2:1][C:2]1[CH:3]=[C:4]([C:8]#[C:9][C:10]2[CH:11]=[N:12][CH:13]=[C:14]([CH:19]=2)[C:15]([O:17][CH3:18])=[O:16])[CH:5]=[CH:6][CH:7]=1.[CH3:20][C:21]1[CH:22]=[C:23]([CH:27]=[CH:28][CH:29]=1)[C:24](O)=[O:25], predict the reaction product. The product is: [CH3:20][C:21]1[CH:22]=[C:23]([CH:27]=[CH:28][CH:29]=1)[C:24]([NH:1][C:2]1[CH:3]=[C:4]([C:8]#[C:9][C:10]2[CH:11]=[N:12][CH:13]=[C:14]([CH:19]=2)[C:15]([O:17][CH3:18])=[O:16])[CH:5]=[CH:6][CH:7]=1)=[O:25]. (4) Given the reactants Cl.[OH:2][C@@H:3]1[CH2:7][NH:6][C@H:5]([C:8]([O:10][CH2:11][CH:12]=[CH2:13])=[O:9])[CH2:4]1.C(N(CC)CC)C.[F:21][C:22]([F:33])([F:32])[C:23](O[C:23](=[O:24])[C:22]([F:33])([F:32])[F:21])=[O:24], predict the reaction product. The product is: [OH:2][C@@H:3]1[CH2:7][N:6]([C:23](=[O:24])[C:22]([F:33])([F:32])[F:21])[C@H:5]([C:8]([O:10][CH2:11][CH:12]=[CH2:13])=[O:9])[CH2:4]1. (5) Given the reactants [Cl:1][C:2]1[C:3]([C:8]2(C(OC(C)(C)C)=O)[CH2:11][C:10]([F:13])([F:12])[CH2:9]2)=[N:4][CH:5]=[CH:6][CH:7]=1.C(O)(C(F)(F)F)=O, predict the reaction product. The product is: [Cl:1][C:2]1[C:3]([CH:8]2[CH2:9][C:10]([F:13])([F:12])[CH2:11]2)=[N:4][CH:5]=[CH:6][CH:7]=1. (6) The product is: [NH2:1][C:2]1[C:10]([Br:11])=[C:9]([F:12])[CH:8]=[CH:7][C:3]=1[C:4]([NH:14][CH3:13])=[O:5]. Given the reactants [NH2:1][C:2]1[C:10]([Br:11])=[C:9]([F:12])[CH:8]=[CH:7][C:3]=1[C:4](O)=[O:5].[CH3:13][NH2:14].CCCP1(OP(CCC)(=O)OP(CCC)(=O)O1)=O.C1COCC1, predict the reaction product. (7) Given the reactants FC(F)(F)C1C=CC(CN)=CC=1.[CH3:13][O:14][C:15]1[CH:20]=[CH:19][C:18]([CH2:21][CH2:22][NH2:23])=[CH:17][CH:16]=1.[C:24]([NH:32][C:33]1[CH:34]=[C:35]([CH:39]=[CH:40][N:41]=1)[C:36](O)=[O:37])(=[O:31])[C:25]1[CH:30]=[CH:29][CH:28]=[CH:27][CH:26]=1, predict the reaction product. The product is: [C:24]([NH:32][C:33]1[CH:34]=[C:35]([CH:39]=[CH:40][N:41]=1)[C:36]([NH:23][CH2:22][CH2:21][C:18]1[CH:19]=[CH:20][C:15]([O:14][CH3:13])=[CH:16][CH:17]=1)=[O:37])(=[O:31])[C:25]1[CH:26]=[CH:27][CH:28]=[CH:29][CH:30]=1.